This data is from Full USPTO retrosynthesis dataset with 1.9M reactions from patents (1976-2016). The task is: Predict the reactants needed to synthesize the given product. (1) Given the product [F:9][C:10]1[CH:15]=[CH:14][C:13]2[N:6]=[C:3]([C:2]([Cl:8])([Cl:7])[Cl:1])[NH:17][C:12]=2[CH:11]=1, predict the reactants needed to synthesize it. The reactants are: [Cl:1][C:2]([Cl:8])([Cl:7])[C:3](=[NH:6])OC.[F:9][C:10]1[CH:11]=[C:12]([NH2:17])[C:13](N)=[CH:14][CH:15]=1. (2) The reactants are: [Cl:1][C:2]1[CH:10]=[C:9]([Cl:11])[C:5]([C:6]([OH:8])=[O:7])=[C:4]([N+:12]([O-:14])=[O:13])[C:3]=1[OH:15].[C:16]([O-])([O-])=O.[K+].[K+].IC.Cl. Given the product [Cl:1][C:2]1[CH:10]=[C:9]([Cl:11])[C:5]([C:6]([OH:8])=[O:7])=[C:4]([N+:12]([O-:14])=[O:13])[C:3]=1[O:15][CH3:16], predict the reactants needed to synthesize it.